Dataset: Peptide-MHC class II binding affinity with 134,281 pairs from IEDB. Task: Regression. Given a peptide amino acid sequence and an MHC pseudo amino acid sequence, predict their binding affinity value. This is MHC class II binding data. The binding affinity (normalized) is 0.246. The peptide sequence is VDLFVFSTSFYLISI. The MHC is DRB3_0101 with pseudo-sequence DRB3_0101.